Dataset: Forward reaction prediction with 1.9M reactions from USPTO patents (1976-2016). Task: Predict the product of the given reaction. (1) The product is: [CH3:38][S:39]([O:29][CH2:28][CH2:27][C:18]1([C:21]2[CH:26]=[CH:25][CH:24]=[CH:23][CH:22]=2)[O:17][C:16](=[O:30])[N:15]([C:11]2[CH:10]=[C:9]([C:3]3[CH:4]=[CH:5][C:6]([F:8])=[CH:7][C:2]=3[F:1])[CH:14]=[CH:13][CH:12]=2)[CH2:20][CH2:19]1)(=[O:41])=[O:40]. Given the reactants [F:1][C:2]1[CH:7]=[C:6]([F:8])[CH:5]=[CH:4][C:3]=1[C:9]1[CH:14]=[CH:13][CH:12]=[C:11]([N:15]2[CH2:20][CH2:19][C:18]([CH2:27][CH2:28][OH:29])([C:21]3[CH:26]=[CH:25][CH:24]=[CH:23][CH:22]=3)[O:17][C:16]2=[O:30])[CH:10]=1.CCN(CC)CC.[CH3:38][S:39](Cl)(=[O:41])=[O:40].O, predict the reaction product. (2) The product is: [O:1]1[CH:5]=[CH:4][CH:3]=[C:2]1[C:6]1[N:11]=[C:10]([NH:12][C:24](=[O:31])[C:25]2[CH:30]=[CH:29][CH:28]=[CH:27][CH:26]=2)[CH:9]=[C:8]([N:13]2[CH:17]=[CH:16][CH:15]=[N:14]2)[N:7]=1. Given the reactants [O:1]1[CH:5]=[CH:4][CH:3]=[C:2]1[C:6]1[N:11]=[C:10]([NH2:12])[CH:9]=[C:8]([N:13]2[CH:17]=[CH:16][CH:15]=[N:14]2)[N:7]=1.N1C=CC=CC=1.[C:24](Cl)(=[O:31])[C:25]1[CH:30]=[CH:29][CH:28]=[CH:27][CH:26]=1, predict the reaction product. (3) Given the reactants [Cl:1][C:2]1[CH:7]=[CH:6][C:5]([NH:8]C(=O)OC(C)(C)C)=[CH:4][C:3]=1[NH:16][C:17](=[O:21])[CH:18]([CH3:20])[CH3:19].NC1C=C(NC(=O)OC(C)(C)C)C=CC=1Cl.C(Cl)(=O)C(C)C.C(N(CC)C(C)C)(C)C, predict the reaction product. The product is: [NH2:8][C:5]1[CH:6]=[CH:7][C:2]([Cl:1])=[C:3]([NH:16][C:17](=[O:21])[CH:18]([CH3:19])[CH3:20])[CH:4]=1.